This data is from Reaction yield outcomes from USPTO patents with 853,638 reactions. The task is: Predict the reaction yield, written as a fraction of the theoretical maximum amount of product (1.0 means a 100% yield; for example, 0.34 means a 34% yield). (1) The reactants are [OH:1][CH2:2][CH2:3][CH2:4][N:5]1[CH2:10][CH2:9][NH:8][CH2:7][C:6]1=[O:11].[CH2:12]=O. The catalyst is C(O)=O. The product is [OH:1][CH2:2][CH2:3][CH2:4][N:5]1[CH2:10][CH2:9][N:8]([CH3:12])[CH2:7][C:6]1=[O:11]. The yield is 0.930. (2) The reactants are C(N(S(F)(F)[F:7])CC)C.[CH3:10][C:11]1[CH:25]=[C:24]([N+:26]([O-:28])=[O:27])[CH:23]=[CH:22][C:12]=1[O:13][C:14]1[CH:15]=[CH:16][C:17]([CH2:20]O)=[N:18][CH:19]=1.[Cl-].[NH4+]. The catalyst is C(Cl)Cl. The product is [F:7][CH2:20][C:17]1[CH:16]=[CH:15][C:14]([O:13][C:12]2[CH:22]=[CH:23][C:24]([N+:26]([O-:28])=[O:27])=[CH:25][C:11]=2[CH3:10])=[CH:19][N:18]=1. The yield is 0.820. (3) The reactants are [CH2:1]([O:8][C:9]([C:11]1[CH:20]=[C:19]([O:21][CH2:22][C:23]2[CH:28]=[CH:27][CH:26]=[CH:25][CH:24]=2)[C:18]2[C:13](=[C:14](Br)[CH:15]=[CH:16][CH:17]=2)[N:12]=1)=[O:10])C1C=CC=CC=1.CN1CCNCC1.[CH2:37]([N:44]1[CH2:49][CH2:48][NH:47][CH2:46][CH2:45]1)[C:38]1[CH:43]=[CH:42][CH:41]=[CH:40][CH:39]=1. No catalyst specified. The product is [CH3:1][O:8][C:9]([C:11]1[CH:20]=[C:19]([O:21][CH2:22][C:23]2[CH:28]=[CH:27][CH:26]=[CH:25][CH:24]=2)[C:18]2[C:13](=[C:14]([N:47]3[CH2:48][CH2:49][N:44]([CH2:37][C:38]4[CH:39]=[CH:40][CH:41]=[CH:42][CH:43]=4)[CH2:45][CH2:46]3)[CH:15]=[CH:16][CH:17]=2)[N:12]=1)=[O:10]. The yield is 0.680.